Binary Classification. Given a drug SMILES string, predict its activity (active/inactive) in a high-throughput screening assay against a specified biological target. From a dataset of HIV replication inhibition screening data with 41,000+ compounds from the AIDS Antiviral Screen. (1) The compound is COC1(OC)C(=CC=O)C(=O)C(Cl)=C1N(C)C. The result is 0 (inactive). (2) The molecule is Cl.Cn1cc(N)cc1C(=O)Nc1cc(C(=O)Nc2ccc(S(=O)(=O)O)c3cc(S(=O)(=O)O)ccc23)n(C)c1.[NaH]. The result is 1 (active).